Task: Predict the reaction yield, written as a fraction of the theoretical maximum amount of product (1.0 means a 100% yield; for example, 0.34 means a 34% yield).. Dataset: Reaction yield outcomes from USPTO patents with 853,638 reactions (1) The reactants are [F:1][C:2]1[CH:18]=[CH:17][C:5]([O:6][C:7]2[CH:12]=[CH:11][C:10]([CH2:13][CH2:14][C:15]#[N:16])=[CH:9][CH:8]=2)=[CH:4][CH:3]=1.C(Cl)(C)=O.[NH3:23]. The catalyst is C1(C)C=CC=CC=1.CO. The product is [F:1][C:2]1[CH:18]=[CH:17][C:5]([O:6][C:7]2[CH:12]=[CH:11][C:10]([CH2:13][CH2:14][C:15](=[NH:23])[NH2:16])=[CH:9][CH:8]=2)=[CH:4][CH:3]=1. The yield is 0.880. (2) The reactants are C([O:3][C:4](=O)[CH2:5][C:6]([C@H:8]1[CH2:13][CH2:12][N:11]([C:14]([O:16][CH3:17])=[O:15])[C@@H:10]([CH2:18][C:19]2[CH:24]=[C:23]([C:25]([F:28])([F:27])[F:26])[CH:22]=[C:21]([F:29])[CH:20]=2)[CH2:9]1)=[O:7])C.[OH-].[Na+].[NH2:33]O.Cl. The catalyst is CO.O. The product is [F:29][C:21]1[CH:20]=[C:19]([CH:24]=[C:23]([C:25]([F:28])([F:27])[F:26])[CH:22]=1)[CH2:18][C@H:10]1[CH2:9][C@@H:8]([C:6]2[O:7][NH:33][C:4](=[O:3])[CH:5]=2)[CH2:13][CH2:12][N:11]1[C:14]([O:16][CH3:17])=[O:15]. The yield is 0.650. (3) The reactants are [CH3:1][S:2][C:3]1[N:4]=[CH:5][C:6]2[C:15](=[O:16])[N:14]([C:17]3[CH:18]=[C:19]([CH:23]=[CH:24][CH:25]=3)[C:20](O)=[O:21])[CH2:13][C@H:12]3[N:8]([CH2:9][CH2:10][CH2:11]3)[C:7]=2[N:26]=1.Cl.[CH3:28][O:29][C:30](=[O:35])[C@H:31]([CH2:33]O)[NH2:32].C(N(CC)CC)C.Cl.C(N=C=NCCCN(C)C)C.ON1C2C=CC=CC=2N=N1.C1(P(C2C=CC=CC=2)C2C=CC=CC=2)C=CC=CC=1.N(C(OCC)=O)=NC(OCC)=O. The catalyst is ClCCl.C(Cl)(Cl)Cl.C1(C)C=CC=CC=1. The product is [CH3:1][S:2][C:3]1[N:4]=[CH:5][C:6]2[C:15](=[O:16])[N:14]([C:17]3[CH:18]=[C:19]([C:20]4[O:21][CH2:33][C@@H:31]([C:30]([O:29][CH3:28])=[O:35])[N:32]=4)[CH:23]=[CH:24][CH:25]=3)[CH2:13][C@H:12]3[N:8]([CH2:9][CH2:10][CH2:11]3)[C:7]=2[N:26]=1. The yield is 0.750. (4) The reactants are [F:1][C:2]1[C:7]2[NH:8]C(=O)[O:10][C:11](=O)[C:6]=2[CH:5]=[CH:4][CH:3]=1.[Br:14][C:15]1[C:16]([CH3:22])=[C:17]([CH:19]=[CH:20][CH:21]=1)[NH2:18]. No catalyst specified. The product is [NH2:8][C:7]1[C:2]([F:1])=[CH:3][CH:4]=[CH:5][C:6]=1[C:11]([NH:18][C:17]1[CH:19]=[CH:20][CH:21]=[C:15]([Br:14])[C:16]=1[CH3:22])=[O:10]. The yield is 0.840. (5) The reactants are [CH:1]([C:3]1[CH:4]=[C:5]([N:9]2[CH:13]=[C:12]([CH2:14][OH:15])[N:11]=[CH:10]2)[CH:6]=[CH:7][CH:8]=1)=[CH2:2].[CH2:16]([Zn]CC)C.ICI. The catalyst is C1(C)C=CC=CC=1.CCCCCC. The product is [CH:1]1([C:3]2[CH:4]=[C:5]([N:9]3[CH:13]=[C:12]([CH2:14][OH:15])[N:11]=[CH:10]3)[CH:6]=[CH:7][CH:8]=2)[CH2:16][CH2:2]1. The yield is 0.930. (6) The reactants are [C:1]([O:4][C:5]1[C:26]2[C:21](=[CH:22][CH:23]=[CH:24][CH:25]=2)[C:8]2[O:9][CH:10]=[C:11]([C:12]3[CH:17]=[CH:16][C:15]([CH:18]([CH3:20])[CH3:19])=[CH:14][CH:13]=3)[C:7]=2[C:6]=1[CH3:27])(=[O:3])[CH3:2]. The catalyst is CCCCCC.C(OCC)(=O)C. The product is [C:1]([O:4][C:5]1[C:26]2[C:21](=[CH:22][CH:23]=[CH:24][CH:25]=2)[C:8]2[O:9][CH2:10][CH:11]([C:12]3[CH:13]=[CH:14][C:15]([CH:18]([CH3:20])[CH3:19])=[CH:16][CH:17]=3)[C:7]=2[C:6]=1[CH3:27])(=[O:3])[CH3:2]. The yield is 0.740. (7) The reactants are [CH:1]1([CH2:4][NH:5][N:6]2[C:15]3[C:10](=[CH:11][CH:12]=[CH:13][CH:14]=3)[C:9]([OH:16])=[C:8]([C:17]3[NH:22][C:21]4[S:23][CH:24]=[C:25]([CH2:26]OCOC)[C:20]=4[S:19](=[O:32])(=[O:31])[N:18]=3)[C:7]2=[O:33])[CH2:3][CH2:2]1.Cl.N12CCCN=C1CCCCC2.C1(P([N:60]=[N+:61]=[N-:62])(C2C=CC=CC=2)=O)C=CC=CC=1. The catalyst is O1CCOCC1. The product is [N:60]([CH2:26][C:25]1[C:20]2[S:19](=[O:31])(=[O:32])[N:18]=[C:17]([C:8]3[C:7](=[O:33])[N:6]([NH:5][CH2:4][CH:1]4[CH2:3][CH2:2]4)[C:15]4[C:10]([C:9]=3[OH:16])=[CH:11][CH:12]=[CH:13][CH:14]=4)[NH:22][C:21]=2[S:23][CH:24]=1)=[N+:61]=[N-:62]. The yield is 0.790. (8) The reactants are [F:1][CH:2]([F:26])[O:3][C:4]1[CH:5]=[C:6]([CH:14]([C:16]2[C:24]3[C:19](=[N:20][CH:21]=[C:22]([Br:25])[CH:23]=3)[NH:18][CH:17]=2)[OH:15])[CH:7]=[C:8]([O:10][CH:11]([F:13])[F:12])[CH:9]=1.CC(OI1(OC(C)=O)(OC(C)=O)OC(=O)C2C=CC=CC1=2)=O. The catalyst is O1CCCC1. The product is [F:13][CH:11]([F:12])[O:10][C:8]1[CH:7]=[C:6]([C:14]([C:16]2[C:24]3[C:19](=[N:20][CH:21]=[C:22]([Br:25])[CH:23]=3)[NH:18][CH:17]=2)=[O:15])[CH:5]=[C:4]([O:3][CH:2]([F:26])[F:1])[CH:9]=1. The yield is 0.930. (9) The reactants are [N:1]1[CH:6]=[CH:5][CH:4]=[CH:3][C:2]=1[C:7]1[N:11]=[C:10]([C:12]2[CH:17]=[C:16]([C:18]#[N:19])[CH:15]=[C:14](Br)[CH:13]=2)[O:9][N:8]=1.[NH2:21][C:22]1[CH:23]=[C:24](B(O)O)[CH:25]=[CH:26][CH:27]=1.COCCOC.C(=O)([O-])[O-].[Na+].[Na+]. The catalyst is CCCCCC.C1C=CC([P]([Pd]([P](C2C=CC=CC=2)(C2C=CC=CC=2)C2C=CC=CC=2)([P](C2C=CC=CC=2)(C2C=CC=CC=2)C2C=CC=CC=2)[P](C2C=CC=CC=2)(C2C=CC=CC=2)C2C=CC=CC=2)(C2C=CC=CC=2)C2C=CC=CC=2)=CC=1.C(OCC)(=O)C. The product is [N:1]1[CH:6]=[CH:5][CH:4]=[CH:3][C:2]=1[C:7]1[N:11]=[C:10]([C:12]2[CH:13]=[C:14]([C:26]3[CH:25]=[CH:24][CH:23]=[C:22]([NH2:21])[CH:27]=3)[CH:15]=[C:16]([C:18]#[N:19])[CH:17]=2)[O:9][N:8]=1. The yield is 0.450. (10) The reactants are [F:1][C:2]1[CH:7]=[CH:6][C:5]([C:8]2[N:9]=[C:10]3[C:15](C(O)=O)=[N:14][CH:13]=[CH:12][N:11]3[CH:19]=2)=[CH:4][CH:3]=1.Cl.C([O-])([O-])=O.[Na+].[Na+].CCOCC. The catalyst is O.CCOC(C)=O. The product is [F:1][C:2]1[CH:3]=[CH:4][C:5]([C:8]2[N:9]=[C:10]3[CH:15]=[N:14][CH:13]=[CH:12][N:11]3[CH:19]=2)=[CH:6][CH:7]=1. The yield is 0.348.